From a dataset of Forward reaction prediction with 1.9M reactions from USPTO patents (1976-2016). Predict the product of the given reaction. (1) Given the reactants [Cl:1][C:2]1[C:6]([CH2:7][CH:8]2[CH2:13][CH2:12][CH2:11][CH2:10][CH2:9]2)=[CH:5][S:4][C:3]=1[C:14]([O:16][CH3:17])=[O:15].C(O[Na])(C)=O.[Br:23]Br, predict the reaction product. The product is: [Br:23][C:5]1[S:4][C:3]([C:14]([O:16][CH3:17])=[O:15])=[C:2]([Cl:1])[C:6]=1[CH2:7][CH:8]1[CH2:13][CH2:12][CH2:11][CH2:10][CH2:9]1. (2) Given the reactants [Br:1][C:2]1[CH:7]=[CH:6][C:5]([C:8]([N:10]2[CH2:15][CH2:14][C:13]([OH:17])([CH3:16])[CH2:12][CH2:11]2)=[O:9])=[CH:4][CH:3]=1.[H-].[Na+].[CH3:20]CCCCC.CI, predict the reaction product. The product is: [Br:1][C:2]1[CH:7]=[CH:6][C:5]([C:8]([N:10]2[CH2:11][CH2:12][C:13]([O:17][CH3:20])([CH3:16])[CH2:14][CH2:15]2)=[O:9])=[CH:4][CH:3]=1. (3) The product is: [CH3:1][C:2]([N:4]([OH:39])[CH2:5][CH2:6][CH2:7][CH2:8][CH2:9][NH:10][C:11]([CH2:13][CH2:14][C:15]([N:17]([OH:38])[CH2:18][CH2:19][CH2:20][CH2:21][CH2:22][NH:23][C:24]([CH2:26][CH2:27][C:28]([N:30]([OH:37])[CH2:31][CH2:32][CH2:33][CH2:34][CH2:35][NH2:36])=[O:29])=[O:25])=[O:16])=[O:12])=[O:3].[ClH:40]. Given the reactants [CH3:1][C:2]([N:4]([OH:39])[CH2:5][CH2:6][CH2:7][CH2:8][CH2:9][NH:10][C:11]([CH2:13][CH2:14][C:15]([N:17]([OH:38])[CH2:18][CH2:19][CH2:20][CH2:21][CH2:22][NH:23][C:24]([CH2:26][CH2:27][C:28]([N:30]([OH:37])[CH2:31][CH2:32][CH2:33][CH2:34][CH2:35][NH2:36])=[O:29])=[O:25])=[O:16])=[O:12])=[O:3].[Cl-:40].[NH4+], predict the reaction product. (4) Given the reactants [CH:1]1([NH:5][C:6]2[C:7]3[CH:31]=[CH:30][NH:29][C:8]=3[N:9]=[C:10]([NH:12][C:13]3[CH:18]=[CH:17][C:16](S(N4CCC(O)CC4)(=O)=O)=[CH:15][CH:14]=3)[N:11]=2)[CH2:4][CH2:3][CH2:2]1.[CH3:32][O:33][C:34](=[O:44])[N:35](C1C=CC(N)=CC=1)[CH3:36], predict the reaction product. The product is: [CH:1]1([NH:5][C:6]2[C:7]3[CH:31]=[CH:30][NH:29][C:8]=3[N:9]=[C:10]([NH:12][C:13]3[CH:18]=[CH:17][C:16]([N:35]([CH3:36])[C:34](=[O:44])[O:33][CH3:32])=[CH:15][CH:14]=3)[N:11]=2)[CH2:4][CH2:3][CH2:2]1. (5) Given the reactants [CH3:1][O:2][CH2:3][CH2:4][O:5][CH2:6][CH2:7][O:8][CH2:9][CH2:10][S:11][C:12]1[S:13][C:14](=[C:28]2[S:45][C:31]3=[CH:32][N:33](S(C4C=CC(C)=CC=4)(=O)=O)[CH:34]=[C:30]3[S:29]2)[S:15][C:16]=1[S:17][CH2:18][CH2:19][O:20][CH2:21][CH2:22][O:23][CH2:24][CH2:25][O:26][CH3:27].CO.O, predict the reaction product. The product is: [CH3:1][O:2][CH2:3][CH2:4][O:5][CH2:6][CH2:7][O:8][CH2:9][CH2:10][S:11][C:12]1[S:13][C:14](=[C:28]2[S:29][C:30]3=[CH:34][NH:33][CH:32]=[C:31]3[S:45]2)[S:15][C:16]=1[S:17][CH2:18][CH2:19][O:20][CH2:21][CH2:22][O:23][CH2:24][CH2:25][O:26][CH3:27]. (6) Given the reactants Cl.[NH2:2][CH2:3][C:4]([O:6][CH2:7][CH3:8])=[O:5].F[P-](F)(F)(F)(F)F.N1(O[P+](N(C)C)(N(C)C)N(C)C)[C:20]2C=[CH:22][CH:23]=[CH:24][C:19]=2[N:18]=N1.CCN(CC)CC.[OH2:43], predict the reaction product. The product is: [CH2:7]([O:6][C:4](=[O:5])[CH2:3][NH:2][C:20]([C:19]1[NH:18][CH:22]=[CH:23][CH:24]=1)=[O:43])[CH3:8]. (7) Given the reactants [C-:1]#[N:2].C([Al+]CC)C.[CH3:8][O:9][C:10]1[CH:27]=[CH:26][C:25]2[C:24]3[C:23](=[O:28])[CH2:22][C@@:20]4([CH3:21])[C@@H:16]([CH2:17][CH2:18][C@@H:19]4[O:29][CH:30]4[CH2:35][CH2:34][CH2:33][CH2:32][O:31]4)[C:15]=3[CH2:14][CH2:13][C:12]=2[CH:11]=1.[OH-].[Na+], predict the reaction product. The product is: [C:1]([C@@:15]12[CH2:14][CH2:13][C:12]3[CH:11]=[C:10]([O:9][CH3:8])[CH:27]=[CH:26][C:25]=3[C@H:24]1[C:23](=[O:28])[CH2:22][C@@:20]1([CH3:21])[C@H:16]2[CH2:17][CH2:18][C@@H:19]1[O:29][CH:30]1[CH2:35][CH2:34][CH2:33][CH2:32][O:31]1)#[N:2]. (8) Given the reactants [C:1]([Si:5]([O:8][CH:9]1[CH2:13][CH:12]=[CH:11][CH2:10]1)([CH3:7])[CH3:6])([CH3:4])([CH3:3])[CH3:2].[N+](=[CH:16][C:17]([O:19][CH2:20][CH3:21])=[O:18])=[N-], predict the reaction product. The product is: [Si:5]([O:8][CH:9]1[CH2:13][CH:12]2[CH:11]([CH:16]2[C:17]([O:19][CH2:20][CH3:21])=[O:18])[CH2:10]1)([C:1]([CH3:4])([CH3:2])[CH3:3])([CH3:7])[CH3:6].